Dataset: Full USPTO retrosynthesis dataset with 1.9M reactions from patents (1976-2016). Task: Predict the reactants needed to synthesize the given product. (1) Given the product [Cl:28][C:12]1[N:11]=[CH:10][C:9]2[O:8][C:5]3[C:4]([C:15]4([CH2:19][S:18][C:17]([NH:20][C:21](=[O:27])[O:22][C:23]([CH3:24])([CH3:25])[CH3:26])=[N:16]4)[C:14]=2[CH:13]=1)=[CH:3][C:2]([C:35]1[C:30]([F:29])=[N:31][CH:32]=[CH:33][CH:34]=1)=[CH:7][CH:6]=3, predict the reactants needed to synthesize it. The reactants are: Br[C:2]1[CH:3]=[C:4]2[C:15]3([CH2:19][S:18][C:17]([NH:20][C:21](=[O:27])[O:22][C:23]([CH3:26])([CH3:25])[CH3:24])=[N:16]3)[C:14]3[CH:13]=[C:12]([Cl:28])[N:11]=[CH:10][C:9]=3[O:8][C:5]2=[CH:6][CH:7]=1.[F:29][C:30]1[C:35](B(O)O)=[CH:34][CH:33]=[CH:32][N:31]=1.P([O-])([O-])([O-])=O.[K+].[K+].[K+]. (2) Given the product [F:36][C:34]1[CH:35]=[C:30]([CH2:29][NH:28][C:25]2[N:26]=[CH:27][C:22]([CH2:21][C:12]3[C:13]4[C:14](=[N:15][CH:16]=[C:17]([O:19][CH3:20])[CH:18]=4)[NH:10][CH:11]=3)=[CH:23][N:24]=2)[C:31]([O:37][CH3:38])=[N:32][CH:33]=1, predict the reactants needed to synthesize it. The reactants are: C1(S([N:10]2[C:14]3=[N:15][CH:16]=[C:17]([O:19][CH3:20])[CH:18]=[C:13]3[C:12]([CH2:21][C:22]3[CH:23]=[N:24][C:25]([NH:28][CH2:29][C:30]4[C:31]([O:37][CH3:38])=[N:32][CH:33]=[C:34]([F:36])[CH:35]=4)=[N:26][CH:27]=3)=[CH:11]2)(=O)=O)C=CC=CC=1.O.O.O.[F-].C([N+](CCCC)(CCCC)CCCC)CCC.O. (3) Given the product [Cl:1][C:2]1[C:10]2[C:5](=[CH:6][CH:7]=[C:8]([N+:11]([O-:13])=[O:12])[CH:9]=2)[N:4]([CH2:21][CH2:22][N:23]2[CH2:27][CH2:26][CH2:25][CH2:24]2)[N:3]=1, predict the reactants needed to synthesize it. The reactants are: [Cl:1][C:2]1[C:10]2[C:5](=[CH:6][CH:7]=[C:8]([N+:11]([O-:13])=[O:12])[CH:9]=2)[NH:4][N:3]=1.C(=O)([O-])[O-].[K+].[K+].Cl[CH2:21][CH2:22][N:23]1[CH2:27][CH2:26][CH2:25][CH2:24]1.